Dataset: Forward reaction prediction with 1.9M reactions from USPTO patents (1976-2016). Task: Predict the product of the given reaction. (1) Given the reactants [N:1]1([C:6]2[CH:25]=[CH:24][C:9]([CH2:10][C:11]3[C:12]([CH3:23])=[C:13]([CH3:22])[C:14]([OH:21])=[C:15]([CH:20]=3)[C:16]([O:18][CH3:19])=[O:17])=[CH:8][CH:7]=2)[CH:5]=[CH:4][CH:3]=[N:2]1.[H-].[Na+].C1C=CC(N([S:35]([C:38]([F:41])([F:40])[F:39])(=[O:37])=[O:36])[S:35]([C:38]([F:41])([F:40])[F:39])(=[O:37])=[O:36])=CC=1.Cl, predict the reaction product. The product is: [CH3:22][C:13]1[C:14]([O:21][S:35]([C:38]([F:41])([F:40])[F:39])(=[O:37])=[O:36])=[C:15]([CH:20]=[C:11]([CH2:10][C:9]2[CH:8]=[CH:7][C:6]([N:1]3[CH:5]=[CH:4][CH:3]=[N:2]3)=[CH:25][CH:24]=2)[C:12]=1[CH3:23])[C:16]([O:18][CH3:19])=[O:17]. (2) Given the reactants C[Si](C)(C)[C:3]#[N:4].[CH3:7][C:8]1(O)[C:17]2[C:12](=[CH:13][CH:14]=[CH:15][CH:16]=2)[CH2:11][CH2:10][CH2:9]1, predict the reaction product. The product is: [CH3:7][C:8]1([C:3]#[N:4])[C:17]2[C:12](=[CH:13][CH:14]=[CH:15][CH:16]=2)[CH2:11][CH2:10][CH2:9]1.